Dataset: Reaction yield outcomes from USPTO patents with 853,638 reactions. Task: Predict the reaction yield, written as a fraction of the theoretical maximum amount of product (1.0 means a 100% yield; for example, 0.34 means a 34% yield). (1) The reactants are [CH:1]1(B(O)O)[CH2:3][CH2:2]1.N#N.Br[C:10]1[C:11]([NH:17][C:18]2[CH:27]=[CH:26][CH:25]=[CH:24][C:19]=2[C:20]([NH:22][CH3:23])=[O:21])=[CH:12][C:13]([Cl:16])=[N:14][CH:15]=1.[O-]P([O-])([O-])=O.[K+].[K+].[K+]. The catalyst is C1(C)C=CC=CC=1.O.C1C=CC([P]([Pd]([P](C2C=CC=CC=2)(C2C=CC=CC=2)C2C=CC=CC=2)([P](C2C=CC=CC=2)(C2C=CC=CC=2)C2C=CC=CC=2)[P](C2C=CC=CC=2)(C2C=CC=CC=2)C2C=CC=CC=2)(C2C=CC=CC=2)C2C=CC=CC=2)=CC=1. The product is [Cl:16][C:13]1[CH:12]=[C:11]([NH:17][C:18]2[CH:27]=[CH:26][CH:25]=[CH:24][C:19]=2[C:20]([NH:22][CH3:23])=[O:21])[C:10]([CH:1]2[CH2:3][CH2:2]2)=[CH:15][N:14]=1. The yield is 0.540. (2) The yield is 1.00. The product is [CH3:1][O:2][C:3]([C:5]1[CH:13]=[C:12]2[C:8]([C:9]([CH:34]3[CH2:39][CH2:38][CH2:37][CH2:36][CH2:35]3)=[C:10]([C:14]3[C:15]([NH2:31])=[C:16]4[C:21](=[CH:22][CH:23]=3)[N:20]=[C:19]([C:24]3[S:28][C:27]([CH3:29])=[N:26][C:25]=3[CH3:30])[CH:18]=[CH:17]4)[NH:11]2)=[CH:7][CH:6]=1)=[O:4]. The reactants are [CH3:1][O:2][C:3]([C:5]1[CH:13]=[C:12]2[C:8]([C:9]([CH:34]3[CH2:39][CH2:38][CH2:37][CH2:36][CH2:35]3)=[C:10]([C:14]3[C:15]([N+:31]([O-])=O)=[C:16]4[C:21](=[CH:22][CH:23]=3)[N:20]=[C:19]([C:24]3[S:28][C:27]([CH3:29])=[N:26][C:25]=3[CH3:30])[CH:18]=[CH:17]4)[NH:11]2)=[CH:7][CH:6]=1)=[O:4]. The catalyst is CO.CCOC(C)=O.[Pd]. (3) The reactants are Cl[C:2]1[CH:7]=[C:6]([C:8]2[CH:13]=[CH:12][C:11]([F:14])=[CH:10][C:9]=2[F:15])[CH:5]=[CH:4][N:3]=1.[N:16]1([C:22]([O:24][C:25]([CH3:28])([CH3:27])[CH3:26])=[O:23])[CH2:21][CH2:20][NH:19][CH2:18][CH2:17]1.C1(P(C2C=CC=CC=2)C2(P(C3C=CC=CC=3)C3C=CC=CC=3)CC=C3C(C=CC=C3)=C2C2C3C(=CC=CC=3)C=CC=2)C=CC=CC=1.CC(C)([O-])C.[Na+]. The catalyst is C([O-])(=O)C.[Pd+2].C([O-])(=O)C.O1CCOCC1. The product is [F:15][C:9]1[CH:10]=[C:11]([F:14])[CH:12]=[CH:13][C:8]=1[C:6]1[CH:5]=[CH:4][N:3]=[C:2]([N:19]2[CH2:18][CH2:17][N:16]([C:22]([O:24][C:25]([CH3:28])([CH3:27])[CH3:26])=[O:23])[CH2:21][CH2:20]2)[CH:7]=1. The yield is 0.760. (4) The reactants are [O:1]1[CH2:5][CH2:4][CH:3]([CH:6]=O)[CH2:2]1.[O:8]=[C:9]([CH:11](P(=O)(OCC)OCC)[CH2:12][CH2:13][CH2:14][CH2:15][CH3:16])[CH3:10]. No catalyst specified. The product is [O:1]1[CH2:5][CH2:4][CH:3](/[CH:6]=[C:11](\[CH2:12][CH2:13][CH2:14][CH2:15][CH3:16])/[C:9](=[O:8])[CH3:10])[CH2:2]1. The yield is 0.200.